Dataset: NCI-60 drug combinations with 297,098 pairs across 59 cell lines. Task: Regression. Given two drug SMILES strings and cell line genomic features, predict the synergy score measuring deviation from expected non-interaction effect. Drug 1: CCC(=C(C1=CC=CC=C1)C2=CC=C(C=C2)OCCN(C)C)C3=CC=CC=C3.C(C(=O)O)C(CC(=O)O)(C(=O)O)O. Drug 2: C1CN1C2=NC(=NC(=N2)N3CC3)N4CC4. Cell line: HT29. Synergy scores: CSS=24.1, Synergy_ZIP=-7.15, Synergy_Bliss=6.61, Synergy_Loewe=-6.85, Synergy_HSA=2.20.